Dataset: Full USPTO retrosynthesis dataset with 1.9M reactions from patents (1976-2016). Task: Predict the reactants needed to synthesize the given product. Given the product [NH:1]1[CH:5]=[C:4]([C:6]2[CH:7]=[CH:8][C:9]([C:10]([N:33]3[CH2:32][CH2:31][C:29]4[N:30]=[C:25]([NH:24][CH:16]5[CH2:15][C:23]6[C:18](=[CH:19][CH:20]=[CH:21][CH:22]=6)[CH2:17]5)[N:26]=[CH:27][C:28]=4[CH2:34]3)=[O:12])=[CH:13][CH:14]=2)[N:3]=[CH:2]1, predict the reactants needed to synthesize it. The reactants are: [NH:1]1[CH:5]=[C:4]([C:6]2[CH:14]=[CH:13][C:9]([C:10]([OH:12])=O)=[CH:8][CH:7]=2)[N:3]=[CH:2]1.[CH2:15]1[C:23]2[C:18](=[CH:19][CH:20]=[CH:21][CH:22]=2)[CH2:17][CH:16]1[NH:24][C:25]1[N:26]=[CH:27][C:28]2[CH2:34][NH:33][CH2:32][CH2:31][C:29]=2[N:30]=1.Cl.CN(C)CCCN=C=NCC.N1C=CC(N)=CC=1.